Predict the product of the given reaction. From a dataset of Forward reaction prediction with 1.9M reactions from USPTO patents (1976-2016). (1) Given the reactants [NH2:1][C@@H:2]([C:6]([OH:8])=[O:7])[C@H:3]([CH3:5])[OH:4].C[Si](C#N)(C)C.[CH3:15][O:16][C:17]1[CH:22]=[C:21]([CH3:23])[C:20]([S:24](Cl)(=[O:26])=[O:25])=[C:19]([CH3:28])[C:18]=1[CH3:29].CO, predict the reaction product. The product is: [CH3:15][O:16][C:17]1[CH:22]=[C:21]([CH3:23])[C:20]([S:24]([NH:1][C@H:2]([C@@H:3]([OH:4])[CH3:5])[C:6]([OH:8])=[O:7])(=[O:25])=[O:26])=[C:19]([CH3:28])[C:18]=1[CH3:29]. (2) Given the reactants [F:1][C:2]([F:13])([F:12])[O:3][C:4]1[CH:5]=[C:6]([CH2:10][OH:11])[CH:7]=[CH:8][CH:9]=1.[H-].[Na+].Cl[C:17]1[N:25]([CH2:26][C:27]2[CH:32]=[CH:31][C:30]([Cl:33])=[CH:29][CH:28]=2)[C:24]2[C:23](=[O:34])[N:22]([CH3:35])[C:21](=[O:36])[N:20]([CH3:37])[C:19]=2[N:18]=1, predict the reaction product. The product is: [Cl:33][C:30]1[CH:31]=[CH:32][C:27]([CH2:26][N:25]2[C:24]3[C:23](=[O:34])[N:22]([CH3:35])[C:21](=[O:36])[N:20]([CH3:37])[C:19]=3[N:18]=[C:17]2[O:11][CH2:10][C:6]2[CH:7]=[CH:8][CH:9]=[C:4]([O:3][C:2]([F:12])([F:13])[F:1])[CH:5]=2)=[CH:28][CH:29]=1. (3) Given the reactants [O:1]1[CH2:3][C@H:2]1[CH2:4][O:5][C:6]1[C:18]2[C:17]3[C:12](=[CH:13][CH:14]=[CH:15][CH:16]=3)[NH:11][C:10]=2[CH:9]=[CH:8][CH:7]=1.[NH2:19][CH2:20][CH:21]1[CH2:26][CH2:25][N:24]([CH2:27][CH2:28][CH3:29])[CH2:23][CH2:22]1, predict the reaction product. The product is: [CH:9]1[C:10]2[NH:11][C:12]3[C:17](=[CH:16][CH:15]=[CH:14][CH:13]=3)[C:18]=2[C:6]([O:5][CH2:4][C@@H:2]([OH:1])[CH2:3][NH:19][CH2:20][CH:21]2[CH2:26][CH2:25][N:24]([CH2:27][CH2:28][CH3:29])[CH2:23][CH2:22]2)=[CH:7][CH:8]=1. (4) Given the reactants [CH2:1]([N:3]1[C:15]2[CH:14]=[CH:13][C:12]([NH2:16])=[CH:11][C:10]=2[C:9]2[C:4]1=[CH:5][CH:6]=[CH:7][CH:8]=2)[CH3:2].C[Al](C)C.[OH:21][C:22]1([CH3:29])[CH2:27][CH2:26][O:25][C:24](=[O:28])[CH2:23]1.Cl, predict the reaction product. The product is: [CH2:1]([N:3]1[C:15]2[CH:14]=[CH:13][C:12]([NH:16][C:24](=[O:28])[CH2:23][C:22]([OH:21])([CH3:29])[CH2:27][CH2:26][OH:25])=[CH:11][C:10]=2[C:9]2[C:4]1=[CH:5][CH:6]=[CH:7][CH:8]=2)[CH3:2]. (5) Given the reactants O.C1(C)C=CC(S(O)(=O)=O)=CC=1.[CH3:13][CH:14]([OH:18])[CH:15]([OH:17])[CH3:16].[Cl:19][C:20]1[N:25]=[CH:24][C:23]([NH:26]C(=O)OC(C)(C)C)=[C:22]([C:34](=O)[CH2:35][CH3:36])[CH:21]=1, predict the reaction product. The product is: [Cl:19][C:20]1[N:25]=[CH:24][C:23]([NH2:26])=[C:22]([C:34]2([CH2:35][CH3:36])[O:18][CH:14]([CH3:13])[CH:15]([CH3:16])[O:17]2)[CH:21]=1. (6) Given the reactants [CH3:1][N:2]1[C@@H:18]2[CH2:19][C:7]3[CH:8]=[CH:9][C:10]([OH:22])=[C:11]4[O:12][C@H:13]5[C:14]([O:20]C)=[CH:15][CH:16]=[C:17]2[C@:5]5([C:6]=34)[CH2:4][CH2:3]1.S(=O)(=O)(O)[OH:24], predict the reaction product. The product is: [CH3:1][N:2]1[C@@H:18]2[CH2:19][C:7]3=[CH:8][CH:9]=[C:10]([OH:22])[C:11]4[O:12][C@H:13]5[C:14]([CH2:15][CH2:16][C@:17]2([OH:24])[C@:5]5([C:6]=43)[CH2:4][CH2:3]1)=[O:20].